Dataset: Catalyst prediction with 721,799 reactions and 888 catalyst types from USPTO. Task: Predict which catalyst facilitates the given reaction. (1) Reactant: [CH3:1]I.[CH3:3][C:4]1[NH:8][C:7]([C:9]2[CH:14]=[CH:13][CH:12]=[CH:11][CH:10]=2)=[N:6][C:5]=1[CH2:15][C:16]([CH3:21])([N+:18]([O-:20])=[O:19])[CH3:17].[OH-].[K+]. Product: [CH3:1][N:8]1[C:4]([CH3:3])=[C:5]([CH2:15][C:16]([CH3:21])([N+:18]([O-:20])=[O:19])[CH3:17])[N:6]=[C:7]1[C:9]1[CH:14]=[CH:13][CH:12]=[CH:11][CH:10]=1. The catalyst class is: 3. (2) Reactant: [CH2:1]([N:8]1[C:13](=[O:14])[C:12]([CH3:15])=[C:11]2[S:16][C:17]([C:19](O)=[O:20])=[CH:18][N:10]2[C:9]1=[O:22])[C:2]1[CH:7]=[CH:6][CH:5]=[CH:4][CH:3]=1.[S:23]1[CH:27]=[CH:26][N:25]2[CH:28]=[C:29]([CH2:31][NH2:32])[N:30]=[C:24]12.O.ON1C2C=CC=CC=2N=N1.Cl.CN(C)CCCN=C=NCC. Product: [S:23]1[CH:27]=[CH:26][N:25]2[CH:28]=[C:29]([CH2:31][NH:32][C:19]([C:17]3[S:16][C:11]4[N:10]([C:9](=[O:22])[N:8]([CH2:1][C:2]5[CH:7]=[CH:6][CH:5]=[CH:4][CH:3]=5)[C:13](=[O:14])[C:12]=4[CH3:15])[CH:18]=3)=[O:20])[N:30]=[C:24]12. The catalyst class is: 9. (3) Reactant: F[P-](F)(F)(F)(F)F.N1(OC(N(C)C)=[N+](C)C)C2N=CC=CC=2N=N1.[O:25]([CH2:32][C:33]1[O:34][C:35]([C:47]([OH:49])=O)=[C:36]([CH2:38][CH2:39][NH:40][C@H:41]([CH3:46])[C:42]([CH3:45])([CH3:44])[CH3:43])[N:37]=1)[C:26]1[CH:31]=[CH:30][CH:29]=[CH:28][CH:27]=1. Product: [O:25]([CH2:32][C:33]1[O:34][C:35]2[C:47](=[O:49])[N:40]([C@H:41]([CH3:46])[C:42]([CH3:45])([CH3:44])[CH3:43])[CH2:39][CH2:38][C:36]=2[N:37]=1)[C:26]1[CH:31]=[CH:30][CH:29]=[CH:28][CH:27]=1. The catalyst class is: 3. (4) Reactant: F[P-](F)(F)(F)(F)F.[N:8]1(O[P+](N(C)C)(N(C)C)N(C)C)[C:12]2C=CC=CC=2N=N1.[F:28][CH:29]([F:45])[C:30]1[C:34]([C:35]([OH:37])=O)=[CH:33][N:32]([C:38]2[N:43]=[CH:42][C:41]([F:44])=[CH:40][N:39]=2)[N:31]=1.[C:46]12(NC)[CH2:55][CH:50]3[CH2:51][CH:52]([CH2:54][CH:48]([CH2:49]3)[CH2:47]1)[CH2:53]2.CCN(C(C)C)C(C)C. Product: [C:46]12([CH2:12][NH:8][C:35]([C:34]3[C:30]([CH:29]([F:28])[F:45])=[N:31][N:32]([C:38]4[N:43]=[CH:42][C:41]([F:44])=[CH:40][N:39]=4)[CH:33]=3)=[O:37])[CH2:47][CH:48]3[CH2:49][CH:50]([CH2:51][CH:52]([CH2:54]3)[CH2:53]1)[CH2:55]2. The catalyst class is: 3. (5) Reactant: [CH3:1][C:2]1([CH3:37])[C:11]2[C:6](=[CH:7][C:8]([NH:12][C:13]([N:15]3[CH2:20][CH2:19][N:18]([C:21]4[C:26]([C:27]([F:30])([F:29])[F:28])=[CH:25][CH:24]=[CH:23][N:22]=4)[CH2:17][CH2:16]3)=[O:14])=[CH:9][CH:10]=2)[N:5](C(=O)C(F)(F)F)[CH2:4][CH2:3]1.C(=O)([O-])[O-].[K+].[K+]. Product: [CH3:1][C:2]1([CH3:37])[C:11]2[C:6](=[CH:7][C:8]([NH:12][C:13]([N:15]3[CH2:20][CH2:19][N:18]([C:21]4[C:26]([C:27]([F:29])([F:28])[F:30])=[CH:25][CH:24]=[CH:23][N:22]=4)[CH2:17][CH2:16]3)=[O:14])=[CH:9][CH:10]=2)[NH:5][CH2:4][CH2:3]1. The catalyst class is: 24. (6) Product: [NH:20]1[C:21]2[CH:27]=[CH:26][CH:25]=[CH:24][C:22]=2[N:23]=[C:19]1[N:17]1[C:12]([OH:14])=[C:3]2[C:2]([CH2:11][CH2:10][C:9]3[CH:8]=[CH:7][CH:6]=[CH:5][C:4]=32)=[N:18]1. The catalyst class is: 240. Reactant: O=[C:2]1[CH2:11][CH2:10][C:9]2[C:4](=[CH:5][CH:6]=[CH:7][CH:8]=2)[CH:3]1[C:12]([O:14]CC)=O.[NH:17]([C:19]1[NH:23][C:22]2[CH:24]=[CH:25][CH:26]=[CH:27][C:21]=2[N:20]=1)[NH2:18].